From a dataset of hERG potassium channel inhibition data for cardiac toxicity prediction from Karim et al.. Regression/Classification. Given a drug SMILES string, predict its toxicity properties. Task type varies by dataset: regression for continuous values (e.g., LD50, hERG inhibition percentage) or binary classification for toxic/non-toxic outcomes (e.g., AMES mutagenicity, cardiotoxicity, hepatotoxicity). Dataset: herg_karim. (1) The molecule is CCOC(=O)C1=C(CN2CCOC[C@@H]2C(=O)O)NC(c2nccs2)=N[C@@H]1c1ccc(Cl)cc1Cl. The result is 0 (non-blocker). (2) The drug is CN(CCOc1ccccc1)CCc1ccc(Cl)cc1. The result is 1 (blocker).